From a dataset of Reaction yield outcomes from USPTO patents with 853,638 reactions. Predict the reaction yield, written as a fraction of the theoretical maximum amount of product (1.0 means a 100% yield; for example, 0.34 means a 34% yield). (1) The reactants are [CH2:1]1[CH2:5]O[CH2:3][CH2:2]1.[CH2:6]([C:12]1[CH:16]=[CH:15][S:14][C:13]=1[C:17]1[S:18][CH:19]=[C:20]([CH2:22][CH2:23][CH2:24][CH2:25][CH2:26][CH3:27])[CH:21]=1)[CH2:7][CH2:8][CH2:9][CH2:10][CH3:11].[Li][CH2:29][CH2:30][CH2:31][CH3:32].[Sn:33](Cl)([CH2:42][CH2:43][CH2:44][CH3:45])([CH2:38][CH2:39][CH2:40][CH3:41])[CH2:34][CH2:35][CH2:36][CH3:37]. The catalyst is O. The product is [CH2:3]([Sn:33]([CH2:34][CH2:35][CH2:36][CH3:37])([CH2:29][CH2:30][CH2:31][CH3:32])[C:15]1[S:14][C:13]([C:17]2[S:18][C:19]([Sn:33]([CH2:42][CH2:43][CH2:44][CH3:45])([CH2:38][CH2:39][CH2:40][CH3:41])[CH2:34][CH2:35][CH2:36][CH3:37])=[C:20]([CH2:22][CH2:23][CH2:24][CH2:25][CH2:26][CH3:27])[CH:21]=2)=[C:12]([CH2:6][CH2:7][CH2:8][CH2:9][CH2:10][CH3:11])[CH:16]=1)[CH2:2][CH2:1][CH3:5]. The yield is 0.600. (2) The reactants are [F:1][C:2]1[CH:7]=[C:6]([N+:8]([O-:10])=[O:9])[CH:5]=[CH:4][C:3]=1[CH2:11][C:12](OCC)=[O:13].[BH4-].[Na+]. The catalyst is CO. The product is [F:1][C:2]1[CH:7]=[C:6]([N+:8]([O-:10])=[O:9])[CH:5]=[CH:4][C:3]=1[CH2:11][CH2:12][OH:13]. The yield is 0.760. (3) The reactants are [CH3:1][O:2][C:3](=[O:41])[C:4]1[CH:9]=[CH:8][C:7]([CH2:10][N:11]2[CH:15]=[C:14]([C:16]3[CH:21]=[CH:20][C:19]([Cl:22])=[CH:18][C:17]=3[Cl:23])[N:13]=[C:12]2[NH:24][C:25]2[CH:30]=[CH:29][C:28]([C:31]3[CH:36]=[CH:35][CH:34]=[C:33]([C:37]([F:40])([F:39])[F:38])[CH:32]=3)=[CH:27][CH:26]=2)=[CH:6][CH:5]=1.I[CH3:43]. No catalyst specified. The product is [CH3:1][O:2][C:3](=[O:41])[C:4]1[CH:9]=[CH:8][C:7]([CH2:10][N:11]2[CH:15]=[C:14]([C:16]3[CH:21]=[CH:20][C:19]([Cl:22])=[CH:18][C:17]=3[Cl:23])[N:13]=[C:12]2[N:24]([CH3:43])[C:25]2[CH:30]=[CH:29][C:28]([C:31]3[CH:36]=[CH:35][CH:34]=[C:33]([C:37]([F:39])([F:38])[F:40])[CH:32]=3)=[CH:27][CH:26]=2)=[CH:6][CH:5]=1. The yield is 0.630.